This data is from Reaction yield outcomes from USPTO patents with 853,638 reactions. The task is: Predict the reaction yield, written as a fraction of the theoretical maximum amount of product (1.0 means a 100% yield; for example, 0.34 means a 34% yield). (1) The reactants are [F:1][C:2]1[CH:7]=[CH:6][C:5]([C:8]2[C:17]3[C:12](=[N:13][C:14]([C:18]([F:21])([F:20])[F:19])=[CH:15][CH:16]=3)[N:11]=[CH:10][CH:9]=2)=[CH:4][C:3]=1OS(C(F)(F)F)(=O)=O.[Cl:30][C:31]1[CH:32]=[C:33](B(O)O)[CH:34]=[CH:35][CH:36]=1.C(=O)([O-])[O-].[Na+].[Na+]. The catalyst is COCCOC.ClCCl.O.Cl[Pd](Cl)([P](C1C=CC=CC=1)(C1C=CC=CC=1)C1C=CC=CC=1)[P](C1C=CC=CC=1)(C1C=CC=CC=1)C1C=CC=CC=1. The product is [Cl:30][C:31]1[CH:36]=[C:35]([C:3]2[C:2]([F:1])=[CH:7][CH:6]=[C:5]([C:8]3[CH:9]=[CH:10][N:11]=[C:12]4[C:17]=3[CH:16]=[CH:15][C:14]([C:18]([F:19])([F:20])[F:21])=[N:13]4)[CH:4]=2)[CH:34]=[CH:33][CH:32]=1. The yield is 0.460. (2) The reactants are [F:1][C:2]([F:19])([F:18])[O:3][C:4]1[CH:9]=[CH:8][C:7]([C:10]2[CH:15]=[C:14]([C:16]#[N:17])[CH:13]=[CH:12][N:11]=2)=[CH:6][CH:5]=1.[H-].[H-].[H-].[H-].[Li+].[Al+3]. The catalyst is C(OCC)C. The product is [F:19][C:2]([F:1])([F:18])[O:3][C:4]1[CH:5]=[CH:6][C:7]([C:10]2[CH:15]=[C:14]([CH2:16][NH2:17])[CH:13]=[CH:12][N:11]=2)=[CH:8][CH:9]=1. The yield is 1.00. (3) The reactants are Br[CH2:2][C:3]([C:5]1[CH:10]=[CH:9][C:8]([CH3:11])=[CH:7][CH:6]=1)=O.[CH3:12][C:13]1[CH:14]=[CH:15][C:16]([NH2:19])=[N:17][CH:18]=1.C([O-])(O)=O.[Na+].O. The catalyst is CN(C)C=O. The product is [CH3:12][C:13]1[CH:14]=[CH:15][C:16]2[N:17]([CH:2]=[C:3]([C:5]3[CH:10]=[CH:9][C:8]([CH3:11])=[CH:7][CH:6]=3)[N:19]=2)[CH:18]=1. The yield is 0.700. (4) The reactants are FC(F)(F)S(O[C:7]1[CH:8]=[CH:9][C:10]2[O:14][C:13]([C:15]3[CH:20]=[CH:19][C:18]([F:21])=[CH:17][CH:16]=3)=[C:12]([C:22](=[O:25])[NH:23][CH3:24])[C:11]=2[CH:26]=1)(=O)=O.O1CCOCC1.B([C:38]1[CH:39]=[CH:40][C:41]([Cl:47])=[C:42]([CH:46]=1)[C:43]([OH:45])=[O:44])(O)O.C(=O)([O-])[O-].[Cs+].[Cs+]. The catalyst is Cl.C1C=CC([P]([Pd]([P](C2C=CC=CC=2)(C2C=CC=CC=2)C2C=CC=CC=2)([P](C2C=CC=CC=2)(C2C=CC=CC=2)C2C=CC=CC=2)[P](C2C=CC=CC=2)(C2C=CC=CC=2)C2C=CC=CC=2)(C2C=CC=CC=2)C2C=CC=CC=2)=CC=1.O. The product is [Cl:47][C:41]1[CH:40]=[CH:39][C:38]([C:7]2[CH:8]=[CH:9][C:10]3[O:14][C:13]([C:15]4[CH:20]=[CH:19][C:18]([F:21])=[CH:17][CH:16]=4)=[C:12]([C:22](=[O:25])[NH:23][CH3:24])[C:11]=3[CH:26]=2)=[CH:46][C:42]=1[C:43]([OH:45])=[O:44]. The yield is 1.00. (5) The reactants are [O:1]=[C:2]1[NH:7][C:6]2[CH:8]=[C:9]([C:12]3[CH2:18][C@H:17]4[N:14]([C:15](=[O:22])[C@@H:16]4[C@H:19]([OH:21])[CH3:20])[C:13]=3[C:23]([O-:25])=[O:24])[CH:10]=[CH:11][C:5]=2[O:4][CH2:3]1.[Na+].[C:27]([O:33][CH2:34]I)(=[O:32])[C:28]([CH3:31])([CH3:30])[CH3:29].C(OCC)(=O)C. The catalyst is CN(C=O)C. The product is [O:1]=[C:2]1[NH:7][C:6]2[CH:8]=[C:9]([C:12]3[CH2:18][C@H:17]4[N:14]([C:15](=[O:22])[C@@H:16]4[C@H:19]([OH:21])[CH3:20])[C:13]=3[C:23]([O:25][CH2:34][O:33][C:27](=[O:32])[C:28]([CH3:31])([CH3:30])[CH3:29])=[O:24])[CH:10]=[CH:11][C:5]=2[O:4][CH2:3]1. The yield is 0.680. (6) The reactants are C([O:4][C:5]1[C:14]2[CH2:13][S:12][N:11]=[C:10]([N:15]([C:23]([O:25][C:26]([CH3:29])([CH3:28])[CH3:27])=[O:24])[C:16]([O:18][C:19]([CH3:22])([CH3:21])[CH3:20])=[O:17])[C:9]3=[N:30][N:31]([CH2:33][C:34]4[C:39]([CH3:40])=[C:38]([O:41][CH3:42])[C:37]([CH3:43])=[CH:36][N:35]=4)[N:32]=[C:7]([C:8]=23)[CH:6]=1)(=O)C.C(=O)([O-])[O-].[K+].[K+].[Cl-].[NH4+]. The catalyst is CO. The product is [CH3:42][O:41][C:38]1[C:37]([CH3:43])=[CH:36][N:35]=[C:34]([CH2:33][N:31]2[N:32]=[C:7]3[CH2:6][C:5](=[O:4])[C:14]4[CH2:13][S:12][N:11]=[C:10]([N:15]([C:16]([O:18][C:19]([CH3:22])([CH3:21])[CH3:20])=[O:17])[C:23]([O:25][C:26]([CH3:29])([CH3:28])[CH3:27])=[O:24])[C:9]([C:8]=43)=[N:30]2)[C:39]=1[CH3:40]. The yield is 0.910.